Dataset: Reaction yield outcomes from USPTO patents with 853,638 reactions. Task: Predict the reaction yield, written as a fraction of the theoretical maximum amount of product (1.0 means a 100% yield; for example, 0.34 means a 34% yield). The yield is 0.390. The product is [Br-:28].[C:1]1([S+:7]([C:1]2[CH:6]=[CH:5][CH:4]=[CH:3][CH:2]=2)[C:9]2[CH:14]=[CH:13][C:12]([S:21][C:15]3[CH:20]=[CH:19][CH:18]=[CH:17][CH:16]=3)=[CH:11][CH:10]=2)[CH:6]=[CH:5][CH:4]=[CH:3][CH:2]=1. The catalyst is CCCCCC.CC(C)=O. The reactants are [C:1]1([S:7]([C:9]2[CH:14]=[CH:13][CH:12]=[CH:11][CH:10]=2)=O)[CH:6]=[CH:5][CH:4]=[CH:3][CH:2]=1.[C:15]1([S:21]C2C=CC=CC=2)[CH:20]=[CH:19][CH:18]=[CH:17][CH:16]=1.[Br-:28].[Al+3].[Br-].[Br-].Br.